From a dataset of Cav3 T-type calcium channel HTS with 100,875 compounds. Binary Classification. Given a drug SMILES string, predict its activity (active/inactive) in a high-throughput screening assay against a specified biological target. The drug is O=C1N(CCCCOc2c(OC)cc(cc2)/C=C\C)C(=O)NC1(C)C. The result is 0 (inactive).